Dataset: Catalyst prediction with 721,799 reactions and 888 catalyst types from USPTO. Task: Predict which catalyst facilitates the given reaction. (1) Reactant: [NH2:1][C:2]1[CH:7]=[CH:6][CH:5]=[CH:4][C:3]=1[CH2:8][C:9]([O:11][CH3:12])=[O:10].[C:13](=[S:15])=[S:14].[CH2:16]([N:18]([CH2:21][CH3:22])[CH2:19][CH3:20])[CH3:17].C(OCC)C. Product: [CH3:12][O:11][C:9](=[O:10])[CH2:8][C:3]1[CH:4]=[CH:5][CH:6]=[CH:7][C:2]=1[NH:1][C:13]([S-:15])=[S:14].[CH2:16]([NH+:18]([CH2:21][CH3:22])[CH2:19][CH3:20])[CH3:17]. The catalyst class is: 48. (2) Reactant: [CH2:1]([S:3](Cl)(=[O:5])=[O:4])[CH3:2].[Br:7][C:8]1[CH:14]=[CH:13][C:11]([NH2:12])=[CH:10][CH:9]=1.Cl. Product: [Br:7][C:8]1[CH:14]=[CH:13][C:11]([NH:12][S:3]([CH2:1][CH3:2])(=[O:5])=[O:4])=[CH:10][CH:9]=1. The catalyst class is: 17. (3) Reactant: [Cl:1][C:2]1[CH:7]=[C:6]([C:8]2[N:12]=[C:11]([C:13]3[N:14]=[C:15]4[C:20]([Cl:21])=[CH:19][C:18]([C:22]([F:25])([F:24])[F:23])=[CH:17][N:16]4[CH:26]=3)[O:10][N:9]=2)[C:5]([Cl:27])=[CH:4][C:3]=1[OH:28].[OH-].[Na+].Cl[CH2:32][C@@H:33]([OH:36])[CH2:34][OH:35]. Product: [Cl:1][C:2]1[CH:7]=[C:6]([C:8]2[N:12]=[C:11]([C:13]3[N:14]=[C:15]4[C:20]([Cl:21])=[CH:19][C:18]([C:22]([F:23])([F:25])[F:24])=[CH:17][N:16]4[CH:26]=3)[O:10][N:9]=2)[C:5]([Cl:27])=[CH:4][C:3]=1[O:28][CH2:32][C@@H:33]([OH:36])[CH2:34][OH:35]. The catalyst class is: 351. (4) Reactant: [CH3:1][C:2]1[O:6][C:5]([C:7]2[N:12]=[C:11]([NH2:13])[N:10]=[C:9]([NH2:14])[C:8]=2[N+:15]([O-])=O)=[CH:4][CH:3]=1. Product: [CH3:1][C:2]1[O:6][C:5]([C:7]2[N:12]=[C:11]([NH2:13])[N:10]=[C:9]([NH2:14])[C:8]=2[NH2:15])=[CH:4][CH:3]=1. The catalyst class is: 19. (5) Reactant: [Br:1][C:2]1[CH:3]=[CH:4][C:5]([O:18][CH3:19])=[C:6]([CH:8]([C:10]2[C:15]([Cl:16])=[N:14][C:13]([Cl:17])=[CH:12][N:11]=2)[OH:9])[CH:7]=1.CC(C)=O.OS(O)(=O)=O.O=[Cr](=O)=O. Product: [Br:1][C:2]1[CH:3]=[CH:4][C:5]([O:18][CH3:19])=[C:6]([C:8]([C:10]2[C:15]([Cl:16])=[N:14][C:13]([Cl:17])=[CH:12][N:11]=2)=[O:9])[CH:7]=1. The catalyst class is: 21.